Dataset: TCR-epitope binding with 47,182 pairs between 192 epitopes and 23,139 TCRs. Task: Binary Classification. Given a T-cell receptor sequence (or CDR3 region) and an epitope sequence, predict whether binding occurs between them. (1) The epitope is LPPAYTNSF. The TCR CDR3 sequence is CASSLAGGKDTQYF. Result: 0 (the TCR does not bind to the epitope). (2) The epitope is FPPTSFGPL. The TCR CDR3 sequence is CASSSRLDPLGTDTQYF. Result: 0 (the TCR does not bind to the epitope). (3) The TCR CDR3 sequence is CASTPSFEQYF. Result: 0 (the TCR does not bind to the epitope). The epitope is EILDITPCSF. (4) The epitope is EIYKRWII. The TCR CDR3 sequence is CSARYSYEQYF. Result: 1 (the TCR binds to the epitope).